Dataset: Forward reaction prediction with 1.9M reactions from USPTO patents (1976-2016). Task: Predict the product of the given reaction. Given the reactants [NH2:1][C:2]1[C:3]2[S:10][CH:9]=[C:8](/[CH:11]=[CH:12]/[C:13]3[CH:14]=[C:15]([CH:19]=[CH:20][C:21]=3[CH3:22])[C:16]([OH:18])=O)[C:4]=2[N:5]=[CH:6][N:7]=1.[CH2:23]([N:25]1[CH2:30][CH2:29][N:28]([C:31]2[CH:32]=[C:33]([CH:35]=[C:36]([C:38]([F:41])([F:40])[F:39])[CH:37]=2)[NH2:34])[CH2:27][CH2:26]1)[CH3:24], predict the reaction product. The product is: [NH2:1][C:2]1[C:3]2[S:10][CH:9]=[C:8](/[CH:11]=[CH:12]/[C:13]3[CH:14]=[C:15]([CH:19]=[CH:20][C:21]=3[CH3:22])[C:16]([NH:34][C:33]3[CH:35]=[C:36]([C:38]([F:39])([F:40])[F:41])[CH:37]=[C:31]([N:28]4[CH2:29][CH2:30][N:25]([CH2:23][CH3:24])[CH2:26][CH2:27]4)[CH:32]=3)=[O:18])[C:4]=2[N:5]=[CH:6][N:7]=1.